This data is from Reaction yield outcomes from USPTO patents with 853,638 reactions. The task is: Predict the reaction yield, written as a fraction of the theoretical maximum amount of product (1.0 means a 100% yield; for example, 0.34 means a 34% yield). (1) The yield is 0.176. The reactants are C([O-])([O-])=O.[K+].[K+].[C:7]1([C:13]2[O:17][N:16]=[C:15]([CH2:18]OS(C)(=O)=O)[CH:14]=2)[CH:12]=[CH:11][CH:10]=[CH:9][CH:8]=1.Cl.[NH2:25][CH2:26][C:27]([N:29]1[CH2:34][CH2:33][N:32]([C:35](=[O:47])[C:36]2[CH:41]=[C:40]([F:42])[CH:39]=[CH:38][C:37]=2[C:43]([F:46])([F:45])[F:44])[CH2:31][CH2:30]1)=[O:28].O. The catalyst is CN(C=O)C. The product is [F:42][C:40]1[CH:39]=[CH:38][C:37]([C:43]([F:45])([F:44])[F:46])=[C:36]([CH:41]=1)[C:35]([N:32]1[CH2:33][CH2:34][N:29]([C:27](=[O:28])[CH2:26][NH:25][CH2:18][C:15]2[CH:14]=[C:13]([C:7]3[CH:8]=[CH:9][CH:10]=[CH:11][CH:12]=3)[O:17][N:16]=2)[CH2:30][CH2:31]1)=[O:47]. (2) The reactants are [CH3:1][C:2]1[CH:3]=[C:4]([OH:11])[CH:5]=[CH:6][C:7]=1[N+:8]([O-:10])=[O:9].Br[CH:13]([CH3:15])[CH3:14].C(=O)([O-])[O-].[K+].[K+]. The catalyst is CC(C)=O. The product is [CH:13]([O:11][C:4]1[CH:5]=[CH:6][C:7]([N+:8]([O-:10])=[O:9])=[C:2]([CH3:1])[CH:3]=1)([CH3:15])[CH3:14]. The yield is 0.585.